Predict the reaction yield, written as a fraction of the theoretical maximum amount of product (1.0 means a 100% yield; for example, 0.34 means a 34% yield). From a dataset of Reaction yield outcomes from USPTO patents with 853,638 reactions. (1) The reactants are [CH2:1]([N:3]1[CH:8]=[CH:7][N:6]=[C:5](O)[C:4]1=[O:10])[CH3:2].P(Br)(Br)([Br:13])=O.C(=O)([O-])[O-].[Na+].[Na+].O. The catalyst is ClC(Cl)C. The product is [Br:13][C:5]1[C:4](=[O:10])[N:3]([CH2:1][CH3:2])[CH:8]=[CH:7][N:6]=1. The yield is 0.402. (2) The reactants are Cl[C:2]1[CH:3]=[C:4]([C:11]2[C:20]3[C:15](=[CH:16][C:17]([S:21]([NH:24][C:25]4SC=N[N:29]=4)(=[O:23])=[O:22])=[CH:18][CH:19]=3)[CH:14]=[CH:13][N:12]=2)[C:5]([O:9][CH3:10])=[N:6][C:7]=1Cl.Cl.[F:31][C:32]1([F:36])[CH2:35][NH:34][CH2:33]1.[C:37](=[O:40])([O-])[O-].[K+].[K+].[CH3:43]S(C)=O.[C:47](OCC)(=O)[CH3:48]. No catalyst specified. The product is [C:7]([C:2]1[C:47]([N:34]2[CH2:35][C:32]([F:36])([F:31])[CH2:33]2)=[CH:48][C:5]([O:9][CH3:10])=[C:4]([C:11]2[C:20]3[C:15](=[CH:16][C:17]([S:21]([NH:24][C:25]4[CH:43]=[CH:37][O:40][N:29]=4)(=[O:22])=[O:23])=[CH:18][CH:19]=3)[CH:14]=[CH:13][N:12]=2)[CH:3]=1)#[N:6]. The yield is 0.830. (3) The reactants are CO[CH:3](OC)[CH2:4][S:5][C:6]1[CH:11]=[CH:10][C:9]([O:12][CH3:13])=[CH:8][CH:7]=1. The catalyst is ClC1C=CC=CC=1. The product is [CH3:13][O:12][C:9]1[CH:10]=[CH:11][C:6]2[S:5][CH:4]=[CH:3][C:7]=2[CH:8]=1. The yield is 0.300. (4) The catalyst is CC#N. The yield is 0.940. The reactants are [Cl:1][C:2]1[CH:7]=[C:6]([N+:8]([O-:10])=[O:9])[CH:5]=[CH:4][C:3]=1[OH:11].[C:12](=[O:15])([O-])[O-].[K+].[K+].[F:18][C:19]1[CH:20]=[C:21]([CH:24]=[CH:25][CH:26]=1)CBr. The product is [Cl:1][C:2]1[CH:7]=[C:6]([N+:8]([O-:10])=[O:9])[CH:5]=[CH:4][C:3]=1[O:11][C:12](=[O:15])[C:25]1[CH:24]=[CH:21][CH:20]=[C:19]([F:18])[CH:26]=1. (5) The reactants are [CH3:1][C:2]1[N:7]=[C:6]([O:8][CH2:9][C@H:10]2[CH2:12][C@@H:11]2[C:13]2[CH:18]=[CH:17][C:16]([CH3:19])=[CH:15][N:14]=2)[C:5]([CH:20]2[CH2:29][CH2:28][C:23]3(OCC[O:24]3)[CH2:22][CH2:21]2)=[CH:4][N:3]=1.C(O)(C(F)(F)F)=O.C(=O)(O)[O-].[Na+]. No catalyst specified. The product is [CH3:1][C:2]1[N:7]=[C:6]([O:8][CH2:9][C@H:10]2[CH2:12][C@@H:11]2[C:13]2[CH:18]=[CH:17][C:16]([CH3:19])=[CH:15][N:14]=2)[C:5]([CH:20]2[CH2:29][CH2:28][C:23](=[O:24])[CH2:22][CH2:21]2)=[CH:4][N:3]=1. The yield is 0.810. (6) The reactants are [N:1]1([CH2:7][CH2:8][NH2:9])[CH2:6][CH2:5][CH2:4][CH2:3][CH2:2]1.Cl[C:11]1[N:12]=[N+:13]([O-:22])[C:14]2[CH:20]=[C:19]([CH3:21])[CH:18]=[CH:17][C:15]=2[N:16]=1. The catalyst is COCCOC. The yield is 0.950. The product is [CH3:21][C:19]1[CH:18]=[CH:17][C:15]2[N:16]=[C:11]([NH:9][CH2:8][CH2:7][N:1]3[CH2:6][CH2:5][CH2:4][CH2:3][CH2:2]3)[N:12]=[N+:13]([O-:22])[C:14]=2[CH:20]=1. (7) The reactants are [NH2:1][C:2]1[CH:36]=[CH:35][C:5]([O:6][C:7]2[CH:12]=[CH:11][N:10]=[C:9]3[CH:13]=[C:14]([C:16]4[N:21]=[CH:20][C:19]([CH2:22][N:23]([CH2:31][CH2:32][O:33][CH3:34])[C:24](=[O:30])[O:25][C:26]([CH3:29])([CH3:28])[CH3:27])=[CH:18][CH:17]=4)[S:15][C:8]=23)=[C:4]([F:37])[CH:3]=1.[O-:38][C:39]#[N:40].[Na+]. The catalyst is CC(O)=O.O. The product is [F:37][C:4]1[CH:3]=[C:2]([NH:1][C:39]([NH2:40])=[O:38])[CH:36]=[CH:35][C:5]=1[O:6][C:7]1[CH:12]=[CH:11][N:10]=[C:9]2[CH:13]=[C:14]([C:16]3[N:21]=[CH:20][C:19]([CH2:22][N:23]([CH2:31][CH2:32][O:33][CH3:34])[C:24](=[O:30])[O:25][C:26]([CH3:29])([CH3:28])[CH3:27])=[CH:18][CH:17]=3)[S:15][C:8]=12. The yield is 0.620. (8) The reactants are [Cl:1][C:2]1[CH:3]=[N:4][CH:5]=[C:6]([O:8][C:9]2[CH:14]=[CH:13][CH:12]=[C:11]([N+:15]([O-])=O)[CH:10]=2)[CH:7]=1. The catalyst is CCOC(C)=O.O=[Pt]=O. The product is [Cl:1][C:2]1[CH:7]=[C:6]([O:8][C:9]2[CH:10]=[C:11]([NH2:15])[CH:12]=[CH:13][CH:14]=2)[CH:5]=[N:4][CH:3]=1. The yield is 0.930.